Dataset: Reaction yield outcomes from USPTO patents with 853,638 reactions. Task: Predict the reaction yield, written as a fraction of the theoretical maximum amount of product (1.0 means a 100% yield; for example, 0.34 means a 34% yield). (1) The reactants are [CH3:1][O:2][P:3]([CH2:7][NH:8][S:9]([C:12]1[S:13][C:14]2[CH:20]=[CH:19][CH:18]=[CH:17][C:15]=2[CH:16]=1)(=[O:11])=[O:10])(=[O:6])[O:4][CH3:5].[C:21](=O)([O-])[O-].[Cs+].[Cs+].CI. The catalyst is CN(C=O)C. The product is [CH3:1][O:2][P:3]([CH2:7][N:8]([S:9]([C:12]1[S:13][C:14]2[CH:20]=[CH:19][CH:18]=[CH:17][C:15]=2[CH:16]=1)(=[O:10])=[O:11])[CH3:21])(=[O:6])[O:4][CH3:5]. The yield is 0.630. (2) The reactants are Cl[C:2]1[N:7]=[C:6]([N:8]2[CH2:13][CH2:12][O:11][CH2:10][CH2:9]2)[N:5]=[C:4]([N:14]2[C:18]3[CH:19]=[CH:20][CH:21]=[C:22]([O:23][CH3:24])[C:17]=3[N:16]=[C:15]2[CH:25]([F:27])[F:26])[N:3]=1.CC1(C)C(C)(C)OB([C:36]2[CH2:37][CH2:38][CH2:39][N:40]([C:42]([O:44][C:45]([CH3:48])([CH3:47])[CH3:46])=[O:43])[CH:41]=2)O1.C([O-])([O-])=O.[Na+].[Na+]. The catalyst is O1CCOCC1.C1C=CC(P(C2C=CC=CC=2)[C-]2C=CC=C2)=CC=1.C1C=CC(P(C2C=CC=CC=2)[C-]2C=CC=C2)=CC=1.Cl[Pd]Cl.[Fe+2]. The product is [F:26][CH:25]([F:27])[C:15]1[N:14]([C:4]2[N:5]=[C:6]([N:8]3[CH2:13][CH2:12][O:11][CH2:10][CH2:9]3)[N:7]=[C:2]([C:38]3[CH2:37][CH2:36][CH2:41][N:40]([C:42]([O:44][C:45]([CH3:48])([CH3:47])[CH3:46])=[O:43])[CH:39]=3)[N:3]=2)[C:18]2[CH:19]=[CH:20][CH:21]=[C:22]([O:23][CH3:24])[C:17]=2[N:16]=1. The yield is 0.500.